From a dataset of Full USPTO retrosynthesis dataset with 1.9M reactions from patents (1976-2016). Predict the reactants needed to synthesize the given product. (1) Given the product [CH2:15]([C:12]1[O:11][C:10]([CH2:9][CH2:8][NH2:7])=[N:14][N:13]=1)[CH3:16], predict the reactants needed to synthesize it. The reactants are: C(OC(=O)[NH:7][CH2:8][CH2:9][C:10]1[O:11][C:12]([CH2:15][CH3:16])=[N:13][N:14]=1)(C)(C)C.FC(F)(F)C(O)=O. (2) Given the product [CH2:1]([C:8]1[NH:12][C:11]([C:13]2[CH:18]=[CH:17][CH:16]=[CH:15][C:14]=2[O:19][CH2:20][CH2:22][CH:21]([CH3:27])[CH3:26])=[N:10][N:9]=1)[C:2]1[CH:7]=[CH:6][CH:5]=[CH:4][CH:3]=1, predict the reactants needed to synthesize it. The reactants are: [CH2:1]([C:8]1[NH:12][C:11]([C:13]2[CH:18]=[CH:17][CH:16]=[CH:15][C:14]=2[O:19][CH3:20])=[N:10][N:9]=1)[C:2]1[CH:7]=[CH:6][CH:5]=[CH:4][CH:3]=1.[C:21]1([CH2:27]C(NN)=O)[CH:26]=CC=C[CH:22]=1. (3) Given the product [CH3:11][O:12][CH2:13][CH2:14][O:15][C:2]1[C:3]([C:8]([OH:10])=[O:9])=[N:4][CH:5]=[CH:6][CH:7]=1, predict the reactants needed to synthesize it. The reactants are: F[C:2]1[C:3]([C:8]([OH:10])=[O:9])=[N:4][CH:5]=[CH:6][CH:7]=1.[CH3:11][O:12][CH2:13][CH2:14][OH:15].CC(C)([O-])C.[K+]. (4) Given the product [Cl:23][C:2]1[N:7]=[N:6][C:5]2[CH2:8][CH2:9][N:10]([C:11]([O:13][CH2:14][C:15]3[CH:20]=[CH:19][CH:18]=[CH:17][CH:16]=3)=[O:12])[C:4]=2[CH:3]=1, predict the reactants needed to synthesize it. The reactants are: O=[C:2]1[NH:7][N:6]=[C:5]2[CH2:8][CH2:9][N:10]([C:11]([O:13][CH2:14][C:15]3[CH:20]=[CH:19][CH:18]=[CH:17][CH:16]=3)=[O:12])[C:4]2=[CH:3]1.P(Cl)(Cl)([Cl:23])=O.